From a dataset of Reaction yield outcomes from USPTO patents with 853,638 reactions. Predict the reaction yield, written as a fraction of the theoretical maximum amount of product (1.0 means a 100% yield; for example, 0.34 means a 34% yield). (1) The reactants are [Br:1][C:2]1[CH:3]=[C:4]([CH:9]2[CH2:14][CH:13](OS(C)(=O)=O)[CH2:12][CH2:11][O:10]2)[CH:5]=[CH:6][C:7]=1[F:8].C([O-])([O-])=O.[K+].[K+].[F:26][C:27]([F:36])([F:35])[C:28]1[CH:29]=[C:30]([SH:34])[CH:31]=[CH:32][CH:33]=1. The catalyst is CN(C=O)C.O. The product is [Br:1][C:2]1[CH:3]=[C:4]([CH:9]2[CH2:14][CH:13]([S:34][C:30]3[CH:31]=[CH:32][CH:33]=[C:28]([C:27]([F:26])([F:35])[F:36])[CH:29]=3)[CH2:12][CH2:11][O:10]2)[CH:5]=[CH:6][C:7]=1[F:8]. The yield is 0.900. (2) The reactants are [Li]CCCC.[CH3:6][N:7]1[C:11]([CH3:12])=[N:10][N:9]=[C:8]1[C:13]1[CH:18]=[CH:17][N:16]=[CH:15][CH:14]=1.Br[CH:20]([C:22]1[N:26]=[C:25]([C:27]2[CH:32]=[CH:31][CH:30]=[C:29]([Cl:33])[CH:28]=2)[O:24][N:23]=1)[CH3:21]. The catalyst is C1COCC1. The product is [Cl:33][C:29]1[CH:28]=[C:27]([C:25]2[O:24][N:23]=[C:22]([CH:20]([CH3:21])[CH2:12][C:11]3[N:7]([CH3:6])[C:8]([C:13]4[CH:18]=[CH:17][N:16]=[CH:15][CH:14]=4)=[N:9][N:10]=3)[N:26]=2)[CH:32]=[CH:31][CH:30]=1. The yield is 0.100.